This data is from Catalyst prediction with 721,799 reactions and 888 catalyst types from USPTO. The task is: Predict which catalyst facilitates the given reaction. (1) Reactant: [F-:1].C([N+](CCCC)(CCCC)CCCC)CCC.S(=O)(=O)(O)O.[Br:24][C:25]1[CH:26]=[C:27]([N+]([O-])=O)[C:28]([C:31]#[N:32])=[N:29][CH:30]=1. Product: [Br:24][C:25]1[CH:26]=[C:27]([F:1])[C:28]([C:31]#[N:32])=[N:29][CH:30]=1. The catalyst class is: 3. (2) Reactant: [CH2:1]([O:8][C:9]1[CH:10]=[CH:11][CH:12]=[C:13]2[C:17]=1[NH:16][C:15]([C:18]([O:20][CH2:21][CH3:22])=[O:19])=[CH:14]2)[C:2]1[CH:7]=[CH:6][CH:5]=[CH:4][CH:3]=1.[H-].[Na+].[CH3:25]N(C=O)C. Product: [CH2:1]([O:8][C:9]1[CH:10]=[CH:11][CH:12]=[C:13]2[C:17]=1[N:16]([CH3:25])[C:15]([C:18]([O:20][CH2:21][CH3:22])=[O:19])=[CH:14]2)[C:2]1[CH:7]=[CH:6][CH:5]=[CH:4][CH:3]=1. The catalyst class is: 237. (3) Reactant: [CH3:1][C:2]1[CH:6]=[CH:5][NH:4][C:3]=1[C:7]([O:9]C)=[O:8].[OH-].[Na+]. Product: [CH3:1][C:2]1[CH:6]=[CH:5][NH:4][C:3]=1[C:7]([OH:9])=[O:8]. The catalyst class is: 5.